Predict which catalyst facilitates the given reaction. From a dataset of Catalyst prediction with 721,799 reactions and 888 catalyst types from USPTO. (1) Reactant: C(O[C:6](=O)[N:7]([CH2:9][CH2:10][C:11]1[NH:15][C:14]2[C:16]([O:20][CH3:21])=[CH:17][CH:18]=[CH:19][C:13]=2[N:12]=1)C)(C)(C)C.C(O)(C(F)(F)F)=O. Product: [CH3:21][O:20][C:16]1[C:14]2[NH:15][C:11]([CH2:10][CH2:9][NH:7][CH3:6])=[N:12][C:13]=2[CH:19]=[CH:18][CH:17]=1. The catalyst class is: 2. (2) Reactant: [CH2:1]([N:3]1[C:8]([CH3:10])([CH3:9])[C:7]([CH3:12])([CH3:11])[O:6][C:5](=[O:13])[CH:4]1[CH2:14][C:15]([O:17]C(C)(C)C)=[O:16])[CH3:2].FC(F)(F)C(O)=O. Product: [CH2:1]([N:3]1[C:8]([CH3:9])([CH3:10])[C:7]([CH3:11])([CH3:12])[O:6][C:5](=[O:13])[CH:4]1[CH2:14][C:15]([OH:17])=[O:16])[CH3:2]. The catalyst class is: 4. (3) Reactant: Br[C:2]1[C:3]([C:11]2[CH:16]=[CH:15][C:14]([F:17])=[CH:13][CH:12]=2)=[N:4][N:5]2[CH:10]=[CH:9][CH:8]=[CH:7][C:6]=12.[F:18][C:19]1[CH:24]=[C:23](B(O)O)[CH:22]=[C:21]([F:28])[N:20]=1.C(=O)([O-])[O-].[Na+].[Na+]. Product: [F:18][C:19]1[CH:24]=[C:23]([C:2]2[C:3]([C:11]3[CH:16]=[CH:15][C:14]([F:17])=[CH:13][CH:12]=3)=[N:4][N:5]3[CH:10]=[CH:9][CH:8]=[CH:7][C:6]=23)[CH:22]=[C:21]([F:28])[N:20]=1. The catalyst class is: 233. (4) Reactant: C[O:2][C:3]([C:5]1[CH:6]=[CH:7][C:8]2[CH2:14][CH2:13][CH2:12][CH:11]([N:15]([C:27]([O:29][C:30]([CH3:33])([CH3:32])[CH3:31])=[O:28])[CH2:16][C@H:17]([OH:26])[CH2:18][O:19][C:20]3[CH:25]=[CH:24][CH:23]=[CH:22][CH:21]=3)[CH2:10][C:9]=2[CH:34]=1)=[O:4].[OH-].[Na+]. Product: [C:30]([O:29][C:27]([N:15]([CH:11]1[CH2:10][C:9]2[CH:34]=[C:5]([C:3]([OH:4])=[O:2])[CH:6]=[CH:7][C:8]=2[CH2:14][CH2:13][CH2:12]1)[CH2:16][C@H:17]([OH:26])[CH2:18][O:19][C:20]1[CH:25]=[CH:24][CH:23]=[CH:22][CH:21]=1)=[O:28])([CH3:33])([CH3:31])[CH3:32]. The catalyst class is: 111.